From a dataset of Peptide-MHC class II binding affinity with 134,281 pairs from IEDB. Regression. Given a peptide amino acid sequence and an MHC pseudo amino acid sequence, predict their binding affinity value. This is MHC class II binding data. The peptide sequence is ISGINASVVNIQKEI. The MHC is DRB1_0101 with pseudo-sequence DRB1_0101. The binding affinity (normalized) is 0.502.